This data is from Forward reaction prediction with 1.9M reactions from USPTO patents (1976-2016). The task is: Predict the product of the given reaction. Given the reactants [CH3:1][C:2]1([CH3:10])[O:4][CH:3]1[C:5]([O:7][CH2:8][CH3:9])=[O:6], predict the reaction product. The product is: [OH:4][CH:3]([C:2]([CH3:10])=[CH2:1])[C:5]([O:7][CH2:8][CH3:9])=[O:6].